This data is from Full USPTO retrosynthesis dataset with 1.9M reactions from patents (1976-2016). The task is: Predict the reactants needed to synthesize the given product. Given the product [F:27][C:28]1[CH:33]=[CH:32][C:31](/[CH:34]=[CH:35]/[C:2]2[N:7]=[C:6]([NH2:8])[N:5]=[C:4]([NH:9][C:10]3[CH:15]=[CH:14][C:13]([O:16][C:17]4[CH:22]=[CH:21][N:20]=[C:19]([C:23]([F:26])([F:25])[F:24])[CH:18]=4)=[CH:12][CH:11]=3)[CH:3]=2)=[CH:30][CH:29]=1, predict the reactants needed to synthesize it. The reactants are: Cl[C:2]1[N:7]=[C:6]([NH2:8])[N:5]=[C:4]([NH:9][C:10]2[CH:15]=[CH:14][C:13]([O:16][C:17]3[CH:22]=[CH:21][N:20]=[C:19]([C:23]([F:26])([F:25])[F:24])[CH:18]=3)=[CH:12][CH:11]=2)[CH:3]=1.[F:27][C:28]1[CH:33]=[CH:32][C:31](/[CH:34]=[CH:35]/B(O)O)=[CH:30][CH:29]=1.C([O-])([O-])=O.[K+].[K+].